From a dataset of Forward reaction prediction with 1.9M reactions from USPTO patents (1976-2016). Predict the product of the given reaction. (1) Given the reactants [CH3:1][O:2][S:3]([C:6]1[CH:11]=[CH:10][CH:9]=[CH:8][C:7]=1[N+:12]([O-])=O)(=[O:5])=[O:4].C(O)(=O)C.Cl.[OH-].[Na+], predict the reaction product. The product is: [CH3:1][O:2][S:3]([C:6]1[CH:11]=[CH:10][CH:9]=[CH:8][C:7]=1[NH2:12])(=[O:4])=[O:5]. (2) Given the reactants [CH:1]1([N:7]2[C:12]([OH:13])=[C:11]([C:14]([NH:16][CH2:17][C:18]([O:20]CC)=[O:19])=[O:15])[C:10](=[O:23])[NH:9][C:8]2=[O:24])[CH2:6][CH2:5][CH2:4][CH2:3][CH2:2]1.C(=O)([O-])[O-].[K+].[K+].[CH3:31][C:32]1[CH:39]=[C:38]([CH3:40])[CH:37]=[CH:36][C:33]=1[CH2:34]Br.Cl, predict the reaction product. The product is: [CH:1]1([N:7]2[C:12]([OH:13])=[C:11]([C:14]([NH:16][CH2:17][C:18]([OH:20])=[O:19])=[O:15])[C:10](=[O:23])[N:9]([CH2:34][C:33]3[CH:36]=[CH:37][C:38]([CH3:40])=[CH:39][C:32]=3[CH3:31])[C:8]2=[O:24])[CH2:2][CH2:3][CH2:4][CH2:5][CH2:6]1. (3) Given the reactants C([N:3]([CH2:6][CH3:7])CC)C.[I:8][C:9]1[CH:14]=[CH:13][C:12]([S:15](Cl)(=[O:17])=[O:16])=[CH:11][CH:10]=1.C[CH2:20][O:21][C:22](C)=[O:23].C(O)(=O)CC(CC(O)=O)(C(O)=O)O, predict the reaction product. The product is: [CH3:20][O:21][CH2:22][O:23][CH2:7][CH2:6][NH:3][S:15]([C:12]1[CH:13]=[CH:14][C:9]([I:8])=[CH:10][CH:11]=1)(=[O:17])=[O:16]. (4) Given the reactants [C:1]([N:4]1[C:13]2[C:8](=[CH:9][C:10](Br)=[CH:11][CH:12]=2)[C@H:7]([NH:15][C:16](=[O:21])[O:17][CH:18]([CH3:20])[CH3:19])[CH2:6][C@@H:5]1[CH3:22])(=[O:3])[CH3:2].CC1(C)C(C)(C)OB([C:31]2[CH:32]=[N:33][N:34]([CH2:36][CH2:37][OH:38])[CH:35]=2)O1.C([O-])([O-])=O.[K+].[K+].C(=O)=O, predict the reaction product. The product is: [C:1]([N:4]1[C:13]2[C:8](=[CH:9][C:10]([C:31]3[CH:32]=[N:33][N:34]([CH2:36][CH2:37][OH:38])[CH:35]=3)=[CH:11][CH:12]=2)[C@H:7]([NH:15][C:16](=[O:21])[O:17][CH:18]([CH3:20])[CH3:19])[CH2:6][C@@H:5]1[CH3:22])(=[O:3])[CH3:2]. (5) Given the reactants [CH2:1]([C:3]([F:31])([CH2:29][CH3:30])[CH2:4][N:5]1[CH2:10][CH2:9][CH:8]([CH2:11][O:12][C:13]2[CH:18]=[CH:17][C:16]([C:19]3[CH:24]=[CH:23][C:22]([C:25]([O:27]C)=[O:26])=[CH:21][CH:20]=3)=[CH:15][CH:14]=2)[CH2:7][CH2:6]1)[CH3:2].CO.O.O[Li].O, predict the reaction product. The product is: [CH2:1]([C:3]([F:31])([CH2:29][CH3:30])[CH2:4][N:5]1[CH2:6][CH2:7][CH:8]([CH2:11][O:12][C:13]2[CH:18]=[CH:17][C:16]([C:19]3[CH:24]=[CH:23][C:22]([C:25]([OH:27])=[O:26])=[CH:21][CH:20]=3)=[CH:15][CH:14]=2)[CH2:9][CH2:10]1)[CH3:2]. (6) Given the reactants F[C:2]1[CH:7]=[CH:6][CH:5]=[CH:4][N:3]=1.[C:8](#[N:12])[CH:9]([CH3:11])[CH3:10].C[Si](C)(C)[N-][Si](C)(C)C.[K+].O, predict the reaction product. The product is: [CH3:10][C:9]([C:2]1[CH:7]=[CH:6][CH:5]=[CH:4][N:3]=1)([CH3:11])[C:8]#[N:12]. (7) The product is: [CH:12]1([C:9]2[NH:8][C:3]3[C:4]([CH:10]=2)=[CH:5][CH:6]=[CH:7][CH:2]=3)[CH2:14][CH2:13]1. Given the reactants I[C:2]1[CH:7]=[CH:6][CH:5]=[CH:4][C:3]=1[NH:8][C:9](=O)[CH3:10].[CH:12]1(C#C)[CH2:14][CH2:13]1, predict the reaction product. (8) The product is: [C:12]([O:11][C:9](=[O:10])[NH:1][C:2]1[CH:7]=[N:6][C:5]([Cl:8])=[CH:4][CH:3]=1)([CH3:15])([CH3:14])[CH3:13]. Given the reactants [NH2:1][C:2]1[CH:3]=[CH:4][C:5]([Cl:8])=[N:6][CH:7]=1.[C:9](O[C:9]([O:11][C:12]([CH3:15])([CH3:14])[CH3:13])=[O:10])([O:11][C:12]([CH3:15])([CH3:14])[CH3:13])=[O:10], predict the reaction product.